This data is from Catalyst prediction with 721,799 reactions and 888 catalyst types from USPTO. The task is: Predict which catalyst facilitates the given reaction. (1) Reactant: C(OC([N:8]1[C@H:12]([CH2:13][F:14])[C@@H:11]([C:15]2[CH:20]=[CH:19][C:18]([C:21]3[CH:22]=[N:23][C:24]([CH2:27][NH:28][CH2:29][CH3:30])=[CH:25][CH:26]=3)=[CH:17][CH:16]=2)[O:10]C1(C)C)=O)(C)(C)C.FC(F)(F)C(O)=O. Product: [NH2:8][C@H:12]([CH2:13][F:14])[C@H:11]([C:15]1[CH:16]=[CH:17][C:18]([C:21]2[CH:22]=[N:23][C:24]([CH2:27][NH:28][CH2:29][CH3:30])=[CH:25][CH:26]=2)=[CH:19][CH:20]=1)[OH:10]. The catalyst class is: 2. (2) Reactant: [CH3:1][O:2][C:3]1[CH:4]=[C:5]([OH:9])[CH:6]=[CH:7][CH:8]=1.[I-:10].[Na+].CC1C=CC(S(NCl)(=O)=O)=CC=1.Cl. Product: [I:10][C:8]1[CH:7]=[CH:6][C:5]([OH:9])=[CH:4][C:3]=1[O:2][CH3:1]. The catalyst class is: 18. (3) Reactant: [C:1]([O:5][C:6]([N:8]1[C:16]2[C:11](=[C:12]([Cl:19])[C:13]([CH2:17]Br)=[CH:14][CH:15]=2)[CH:10]=[CH:9]1)=[O:7])([CH3:4])([CH3:3])[CH3:2].[C:20]1(=[O:30])[NH:24][C:23](=[O:25])[C:22]2=[CH:26][CH:27]=[CH:28][CH:29]=[C:21]12.[K]. Product: [C:1]([O:5][C:6]([N:8]1[C:16]2[C:11](=[C:12]([Cl:19])[C:13]([CH2:17][N:24]3[C:20](=[O:30])[C:21]4[C:22](=[CH:26][CH:27]=[CH:28][CH:29]=4)[C:23]3=[O:25])=[CH:14][CH:15]=2)[CH:10]=[CH:9]1)=[O:7])([CH3:4])([CH3:3])[CH3:2]. The catalyst class is: 31. (4) Reactant: Cl.Cl[CH2:3][C:4]1[N:5]=[C:6]([CH2:9][N:10]2[CH2:15][CH2:14][O:13][CH2:12][CH2:11]2)[S:7][CH:8]=1.[Cl:16][C:17]1[CH:18]=[C:19]([NH:24][C:25]2[C:34]3[C:29](=[CH:30][C:31]([OH:37])=[C:32]([O:35][CH3:36])[CH:33]=3)[N:28]=[CH:27][N:26]=2)[CH:20]=[CH:21][C:22]=1[Cl:23].C(=O)([O-])[O-].[K+].[K+]. Product: [Cl:16][C:17]1[CH:18]=[C:19]([NH:24][C:25]2[C:34]3[C:29](=[CH:30][C:31]([O:37][CH2:3][C:4]4[N:5]=[C:6]([CH2:9][N:10]5[CH2:15][CH2:14][O:13][CH2:12][CH2:11]5)[S:7][CH:8]=4)=[C:32]([O:35][CH3:36])[CH:33]=3)[N:28]=[CH:27][N:26]=2)[CH:20]=[CH:21][C:22]=1[Cl:23]. The catalyst class is: 3. (5) Reactant: [CH3:1][P:2]1(=[O:21])[CH2:7][CH2:6][N:5]([CH:8]2[CH2:13][CH2:12][N:11]([C:14](OC(C)(C)C)=O)[CH2:10][CH2:9]2)[CH2:4][CH2:3]1.FC(F)(F)C(O)=O.C(=O)([O-])[O-].[K+].[K+].FC1[CH:37]=[CH:38][C:39]([N+:44]([O-:46])=[O:45])=[C:40]([O:42][CH3:43])[CH:41]=1. Product: [CH3:43][O:42][C:40]1[CH:41]=[C:14]([N:11]2[CH2:10][CH2:9][CH:8]([N:5]3[CH2:4][CH2:3][P:2](=[O:21])([CH3:1])[CH2:7][CH2:6]3)[CH2:13][CH2:12]2)[CH:37]=[CH:38][C:39]=1[N+:44]([O-:46])=[O:45]. The catalyst class is: 2. (6) Reactant: [C:1]([NH:4][C:5]1[CH:6]=[C:7]([CH:11]2[C:20]([CH3:22])([CH3:21])[CH2:19][C:18]3[C:13](=[CH:14][CH:15]=[C:16]([C:23]([O:25]C)=[O:24])[CH:17]=3)[NH:12]2)[CH:8]=[CH:9][CH:10]=1)(=[O:3])[CH3:2].[OH-].[Na+]. Product: [C:1]([NH:4][C:5]1[CH:6]=[C:7]([CH:11]2[C:20]([CH3:22])([CH3:21])[CH2:19][C:18]3[C:13](=[CH:14][CH:15]=[C:16]([C:23]([OH:25])=[O:24])[CH:17]=3)[NH:12]2)[CH:8]=[CH:9][CH:10]=1)(=[O:3])[CH3:2]. The catalyst class is: 24. (7) Reactant: [Br:1][C:2]1[CH:7]=[C:6]([C:8]([NH:13][C:14](=[O:17])[CH2:15]Cl)([CH2:11][OH:12])[CH2:9][OH:10])[CH:5]=[CH:4][N:3]=1.CC([O-])(C)C.[K+].[Na+].[I-]. Product: [Br:1][C:2]1[CH:7]=[C:6]([C:8]2([CH2:11][OH:12])[NH:13][C:14](=[O:17])[CH2:15][O:10][CH2:9]2)[CH:5]=[CH:4][N:3]=1. The catalyst class is: 218.